Task: Predict the reactants needed to synthesize the given product.. Dataset: Full USPTO retrosynthesis dataset with 1.9M reactions from patents (1976-2016) Given the product [CH2:1]([C:8]1([NH2:12])[CH2:11][CH2:10][CH2:9]1)[C:2]1[CH:7]=[CH:6][CH:5]=[CH:4][CH:3]=1, predict the reactants needed to synthesize it. The reactants are: [CH2:1]([C:8]1([NH:12]C([NH:12][C:8]2([CH2:1][C:2]3[CH:7]=[CH:6][CH:5]=[CH:4][CH:3]=3)[CH2:11][CH2:10][CH2:9]2)=O)[CH2:11][CH2:10][CH2:9]1)[C:2]1[CH:7]=[CH:6][CH:5]=[CH:4][CH:3]=1.[OH-].[K+].